From a dataset of Reaction yield outcomes from USPTO patents with 853,638 reactions. Predict the reaction yield, written as a fraction of the theoretical maximum amount of product (1.0 means a 100% yield; for example, 0.34 means a 34% yield). (1) The reactants are [F:1][C:2]1[CH:11]=[C:10]([F:12])[CH:9]=[C:8]2[C:3]=1[CH:4]([O:13][C:14]1[C:22]3[N:21]=[C:20]([CH3:23])[N:19]([CH3:24])[C:18]=3[CH:17]=[C:16]([C:25]([OH:27])=O)[CH:15]=1)[CH2:5][CH2:6][O:7]2.Cl.[CH3:29][NH2:30]. No catalyst specified. The product is [F:1][C:2]1[CH:11]=[C:10]([F:12])[CH:9]=[C:8]2[C:3]=1[CH:4]([O:13][C:14]1[C:22]3[N:21]=[C:20]([CH3:23])[N:19]([CH3:24])[C:18]=3[CH:17]=[C:16]([C:25]([NH:30][CH3:29])=[O:27])[CH:15]=1)[CH2:5][CH2:6][O:7]2. The yield is 0.960. (2) The reactants are [Br:1][C:2]1[C:10]([I:11])=[CH:9][C:5]([C:6]([OH:8])=[O:7])=[CH:4][C:3]=1I.[OH-:13].[Na+].Cl. The catalyst is O. The product is [Br:1][C:2]1[C:10]([I:11])=[CH:9][C:5]([C:6]([OH:8])=[O:7])=[CH:4][C:3]=1[OH:13]. The yield is 0.792. (3) The reactants are [CH:1]1([N:6]2[C:11]3[N:12]=[C:13](S(C)=O)[N:14]=[CH:15][C:10]=3[CH:9]=[C:8]([CH2:19][O:20][CH2:21][CH3:22])[C:7]2=[O:23])[CH2:5][CH2:4][CH2:3][CH2:2]1.[C:24]([O:28][C:29]([N:31]1[CH2:36][CH2:35][N:34]([C:37]2[CH:38]=[N:39][C:40]([NH2:43])=[CH:41][CH:42]=2)[CH2:33][CH2:32]1)=[O:30])([CH3:27])([CH3:26])[CH3:25]. The catalyst is C1(C)C=CC=CC=1. The product is [C:24]([O:28][C:29]([N:31]1[CH2:36][CH2:35][N:34]([C:37]2[CH:38]=[N:39][C:40]([NH:43][C:13]3[N:14]=[CH:15][C:10]4[CH:9]=[C:8]([CH2:19][O:20][CH2:21][CH3:22])[C:7](=[O:23])[N:6]([CH:1]5[CH2:5][CH2:4][CH2:3][CH2:2]5)[C:11]=4[N:12]=3)=[CH:41][CH:42]=2)[CH2:33][CH2:32]1)=[O:30])([CH3:27])([CH3:25])[CH3:26]. The yield is 0.147.